Predict the reactants needed to synthesize the given product. From a dataset of Full USPTO retrosynthesis dataset with 1.9M reactions from patents (1976-2016). (1) Given the product [S:12]([O:7][CH2:6][CH2:5][S:2]([CH3:1])(=[O:4])=[O:3])(=[O:14])(=[O:13])[CH3:11], predict the reactants needed to synthesize it. The reactants are: [CH3:1][S:2]([CH2:5][CH2:6][OH:7])(=[O:4])=[O:3].ClCCl.[CH3:11][S:12](Cl)(=[O:14])=[O:13].C(N(CC)C(C)C)(C)C. (2) Given the product [Cl:17][C:18]1[CH:19]=[C:20]2[C:24](=[CH:25][CH:26]=1)[NH:23][C:22](=[O:27])[C:21]2=[CH:28][NH:16][C:13]1[CH:12]=[CH:11][C:10]([O:9][CH2:8][CH2:7][N:1]2[CH2:2][CH2:3][CH2:4][CH2:5][CH2:6]2)=[CH:15][CH:14]=1, predict the reactants needed to synthesize it. The reactants are: [N:1]1([CH2:7][CH2:8][O:9][C:10]2[CH:15]=[CH:14][C:13]([NH2:16])=[CH:12][CH:11]=2)[CH2:6][CH2:5][CH2:4][CH2:3][CH2:2]1.[Cl:17][C:18]1[CH:19]=[C:20]2[C:24](=[CH:25][CH:26]=1)[NH:23][C:22](=[O:27])[C:21]2=[CH:28]O. (3) The reactants are: [NH:1]1[C:9]2[C:4](=[CH:5][C:6]([C:10]([O:12][CH3:13])=[O:11])=[CH:7][CH:8]=2)[CH:3]=[N:2]1.[I:14]I.[OH-].[K+]. Given the product [I:14][C:3]1[C:4]2[C:9](=[CH:8][CH:7]=[C:6]([C:10]([O:12][CH3:13])=[O:11])[CH:5]=2)[NH:1][N:2]=1, predict the reactants needed to synthesize it. (4) Given the product [OH:16][CH2:14][C@@H:13]([C@H:12]([C@@H:11]([C@@H:10]([CH2:9][OH:31])[OH:15])[OH:30])[OH:29])[OH:28].[CH2:1]([OH:8])[C@@H:2]([C@@H:4]([CH2:6][OH:7])[OH:5])[OH:3], predict the reactants needed to synthesize it. The reactants are: [CH2:1]([OH:8])[C@@H:2]([C@@H:4]([CH2:6][OH:7])[OH:5])[OH:3].[CH2:9]([OH:31])[C@H:10]1[O:15][C@H:14]([O:16][C@@H]([C@H](O)[C@@H](O)CO)[C@H](O)CO)[C@H:13]([OH:28])[C@@H:12]([OH:29])[C@@H:11]1[OH:30].C(O)[C@H]1O[C@H](OC[C@@H](O)[C@@H](O)[C@H](O)C(O)CO)[C@H](O)[C@@H](O)[C@@H]1O.C(O)[C@H]([C@H]([C@@H]([C@@H](CO)O)O)O)O.C(O)[C@@H]([C@H]([C@@H](CO)O)O)O.O=C[C@@H]([C@H]([C@@H]([C@@H](CO)O)O)O)O.C(O)[C@H]1O[C@H](O[C@]2(CO)O[C@H](CO)[C@@H](O)[C@@H]2O)[C@H](O)[C@@H](O)[C@@H]1O. (5) The reactants are: [NH:1]1[CH:5]=[CH:4][N:3]=[CH:2]1.[C:6]([Si:10](Cl)([C:17]1[CH:22]=[CH:21][CH:20]=[CH:19][CH:18]=1)[C:11]1[CH:16]=[CH:15][CH:14]=[CH:13][CH:12]=1)([CH3:9])([CH3:8])[CH3:7].[CH2:24]1[O:26][CH:25]1[CH2:27][OH:28]. Given the product [Si:10]([O:28][CH2:27][CH:25]([OH:26])[CH2:24][N:1]1[CH:5]=[CH:4][N:3]=[CH:2]1)([C:6]([CH3:9])([CH3:8])[CH3:7])([C:17]1[CH:22]=[CH:21][CH:20]=[CH:19][CH:18]=1)[C:11]1[CH:16]=[CH:15][CH:14]=[CH:13][CH:12]=1, predict the reactants needed to synthesize it. (6) Given the product [NH2:1][C:2]1[N:3]([CH2:45][CH2:46][OH:47])[N+:4]([CH2:14][C:15]2[CH2:16][S:17][C@@H:18]3[C@H:25]([NH:26][C:27](=[O:43])/[C:28](/[C:37]4[N:41]=[C:40]([NH2:42])[S:39][N:38]=4)=[N:29]\[O:30][C:31]([C:34]([OH:36])=[O:35])([CH3:33])[CH3:32])[C:24](=[O:44])[N:19]3[C:20]=2[C:21]([O-:23])=[O:22])=[CH:5][C:6]=1[NH:7][CH2:10][CH2:11][CH2:12][NH2:13], predict the reactants needed to synthesize it. The reactants are: [NH2:1][C:2]1[N:3]([CH2:45][CH2:46][OH:47])[N+:4]([CH2:14][C:15]2[CH2:16][S:17][C@@H:18]3[C@H:25]([NH:26][C:27](=[O:43])/[C:28](/[C:37]4[N:41]=[C:40]([NH2:42])[S:39][N:38]=4)=[N:29]\[O:30][C:31]([C:34]([OH:36])=[O:35])([CH3:33])[CH3:32])[C:24](=[O:44])[N:19]3[C:20]=2[C:21]([O-:23])=[O:22])=[CH:5][C:6]=1[N:7]([CH2:10][CH2:11][CH2:12][NH2:13])C=O.Cl.C(=O)([O-])O.[Na+]. (7) Given the product [C:5]([C:4]1[CH:7]=[CH:8][C:9]([O:10][CH:11]([CH3:13])[CH3:12])=[C:2]([NH:1][C:15]([NH:14][C:17]2[C:25]3[N:24]=[CH:23][N:22]([CH3:26])[C:21]=3[CH:20]=[CH:19][CH:18]=2)=[S:16])[CH:3]=1)#[N:6], predict the reactants needed to synthesize it. The reactants are: [NH2:1][C:2]1[CH:3]=[C:4]([CH:7]=[CH:8][C:9]=1[O:10][CH:11]([CH3:13])[CH3:12])[C:5]#[N:6].[N:14]([C:17]1[C:25]2[N:24]=[CH:23][N:22]([CH3:26])[C:21]=2[CH:20]=[CH:19][CH:18]=1)=[C:15]=[S:16].COC1C=CN=CC=1NC(NC1C2N=CN(C)C=2C=CC=1)=S. (8) Given the product [Br:10][CH:8]([CH3:9])[C:2](=[O:1])[CH2:3][C:4]([O:6][CH3:7])=[O:5], predict the reactants needed to synthesize it. The reactants are: [O:1]=[C:2]([CH2:8][CH3:9])[CH2:3][C:4]([O:6][CH3:7])=[O:5].[Br:10]Br. (9) Given the product [CH3:32][C@H:27]1[CH2:28][C:29]([CH3:31])=[CH:30][C@@H:4]([CH2:1][CH:2]=[CH2:3])[C:5](=[O:57])[CH2:6][C@H:7]([OH:56])[C@@H:8]([CH3:55])[C@@H:9](/[C:43](/[CH3:54])=[CH:44]/[C@H:45]2[CH2:46][C@@H:47]([O:52][CH3:53])[C@H:48]([OH:51])[CH2:49][CH2:50]2)[O:10][C:11](=[O:42])[C@H:12]2[N:17]([CH2:16][CH2:15][CH2:14][CH2:13]2)[C:18](=[O:41])[C:19](=[O:40])[C@:20]2([OH:39])[O:35][C@@H:24]([C@@H:23]([O:36][CH3:37])[CH2:22][C@H:21]2[CH3:38])[C@@H:25]([O:33][CH3:34])[CH2:26]1, predict the reactants needed to synthesize it. The reactants are: [CH2:1]([CH:4]1[CH:30]=[C:29]([CH3:31])[CH2:28][CH:27]([CH3:32])[CH2:26][CH:25]([O:33][CH3:34])[CH:24]2[O:35][C:20]([OH:39])([CH:21]([CH3:38])[CH2:22][CH:23]2[O:36][CH3:37])[C:19](=[O:40])[C:18](=[O:41])[N:17]2[CH:12]([CH2:13][CH2:14][CH2:15][CH2:16]2)[C:11](=[O:42])[O:10][CH:9]([C:43]([CH3:54])=[CH:44][CH:45]2[CH2:50][CH2:49][CH:48]([OH:51])[CH:47]([O:52][CH3:53])[CH2:46]2)[CH:8]([CH3:55])[CH:7]([OH:56])[CH2:6][C:5]1=[O:57])[CH:2]=[CH2:3].C(Cl)(Cl)=O.C1(C)C=CC=CC=1. (10) Given the product [CH3:41][O:40][C:37]1[CH:38]=[CH:39][C:34]([N:15]2[CH2:16][C:17]3[C:18](=[N:19][C:20]([NH:23][C:24]4[CH:29]=[CH:28][C:27]([O:30][CH3:31])=[C:26]([O:32][CH3:33])[CH:25]=4)=[N:21][CH:22]=3)[N:13]([C@H:10]3[CH2:11][CH2:12][C@H:7]([OH:6])[CH2:8][CH2:9]3)[C:14]2=[O:42])=[CH:35][CH:36]=1, predict the reactants needed to synthesize it. The reactants are: C([Si](C)(C)[O:6][C@H:7]1[CH2:12][CH2:11][C@H:10]([N:13]2[C:18]3=[N:19][C:20]([NH:23][C:24]4[CH:29]=[CH:28][C:27]([O:30][CH3:31])=[C:26]([O:32][CH3:33])[CH:25]=4)=[N:21][CH:22]=[C:17]3[CH2:16][N:15]([C:34]3[CH:39]=[CH:38][C:37]([O:40][CH3:41])=[CH:36][CH:35]=3)[C:14]2=[O:42])[CH2:9][CH2:8]1)(C)(C)C.FC(F)(F)C(O)=O.